Dataset: Reaction yield outcomes from USPTO patents with 853,638 reactions. Task: Predict the reaction yield, written as a fraction of the theoretical maximum amount of product (1.0 means a 100% yield; for example, 0.34 means a 34% yield). (1) The reactants are [C:1]([C:3]1[CH:4]=[C:5]2[C:10](=[CH:11][CH:12]=1)[NH:9][CH2:8][C@@H:7]([NH:13][S:14]([C:17]1[CH:22]=[CH:21][CH:20]=[CH:19][CH:18]=1)(=[O:16])=[O:15])[CH2:6]2)#[N:2].[S:23]1[C:27]([CH:28]=O)=[CH:26][N:25]=[CH:24]1.C(O)(C(F)(F)F)=O.[SiH](CC)(CC)CC. The catalyst is C(Cl)Cl. The product is [C:1]([C:3]1[CH:4]=[C:5]2[C:10](=[CH:11][CH:12]=1)[N:9]([CH2:28][C:27]1[S:23][CH:24]=[N:25][CH:26]=1)[CH2:8][C@@H:7]([NH:13][S:14]([C:17]1[CH:22]=[CH:21][CH:20]=[CH:19][CH:18]=1)(=[O:16])=[O:15])[CH2:6]2)#[N:2]. The yield is 0.570. (2) The reactants are O1C=CC=C1P(C1OC=CC=1)C1OC=CC=1.[C:17]([C:21]1[CH:22]=[C:23]([C:44]2[C:45]([O:51][CH3:52])=[N:46][CH:47]=[C:48]([F:50])[CH:49]=2)[CH:24]=[C:25](/[CH:29]=[CH:30]/[Sn](CCCC)(CCCC)CCCC)[C:26]=1[O:27][CH3:28])([CH3:20])([CH3:19])[CH3:18].I[C:54]1[CH:59]=[CH:58][C:57]([NH2:60])=[CH:56][N:55]=1.[Cl-].[Li+]. The catalyst is CN(C=O)C.C1C=CC(/C=C/C(/C=C/C2C=CC=CC=2)=O)=CC=1.C1C=CC(/C=C/C(/C=C/C2C=CC=CC=2)=O)=CC=1.C1C=CC(/C=C/C(/C=C/C2C=CC=CC=2)=O)=CC=1.[Pd].[Pd].O. The product is [C:17]([C:21]1[C:26]([O:27][CH3:28])=[C:25](/[CH:29]=[CH:30]/[C:54]2[N:55]=[CH:56][C:57]([NH2:60])=[CH:58][CH:59]=2)[CH:24]=[C:23]([C:44]2[C:45]([O:51][CH3:52])=[N:46][CH:47]=[C:48]([F:50])[CH:49]=2)[CH:22]=1)([CH3:20])([CH3:18])[CH3:19]. The yield is 0.850. (3) The reactants are [F:1][C:2]1[C:7]([OH:8])=[CH:6][CH:5]=[C:4]([F:9])[C:3]=1[C:10]([C:12]1[CH:13]=[C:14]2[C:19](=[CH:20][CH:21]=1)[N:18]=[CH:17][CH:16]=[N:15]2)=[O:11].C([O-])([O-])=O.[K+].[K+].Br[CH2:29][C:30]1[CH:35]=[CH:34][CH:33]=[CH:32][CH:31]=1. The catalyst is CC#N. The product is [CH2:29]([O:8][C:7]1[C:2]([F:1])=[C:3]([C:10]([C:12]2[CH:13]=[C:14]3[C:19](=[CH:20][CH:21]=2)[N:18]=[CH:17][CH:16]=[N:15]3)=[O:11])[C:4]([F:9])=[CH:5][CH:6]=1)[C:30]1[CH:35]=[CH:34][CH:33]=[CH:32][CH:31]=1. The yield is 0.512. (4) The reactants are [Cl:1][C:2]1[N:3]=[C:4](Cl)[C:5]2[CH2:10][CH2:9][CH:8]([C:11]3[CH:16]=[CH:15][CH:14]=[CH:13][CH:12]=3)[C:6]=2[N:7]=1.[CH3:18][NH:19][CH2:20][CH3:21]. The catalyst is CO. The product is [Cl:1][C:2]1[N:3]=[C:4]([N:19]([CH2:20][CH3:21])[CH3:18])[C:5]2[CH2:10][CH2:9][CH:8]([C:11]3[CH:16]=[CH:15][CH:14]=[CH:13][CH:12]=3)[C:6]=2[N:7]=1. The yield is 1.00. (5) The reactants are [H-].[Na+].[CH2:3]1COCC1.[NH:8]1[C:16]2[C:11](=[CH:12][CH:13]=[CH:14][CH:15]=2)[C:10]([C:17]2[CH2:18][CH2:19][N:20]([CH2:23][CH2:24][N:25]3[C:34](=[O:35])[C:33]4[C:28](=[CH:29][CH:30]=[CH:31][CH:32]=4)[N:27]=[CH:26]3)[CH2:21][CH:22]=2)=[CH:9]1.IC. The catalyst is O. The product is [CH3:3][N:8]1[C:16]2[C:11](=[CH:12][CH:13]=[CH:14][CH:15]=2)[C:10]([C:17]2[CH2:18][CH2:19][N:20]([CH2:23][CH2:24][N:25]3[C:34](=[O:35])[C:33]4[C:28](=[CH:29][CH:30]=[CH:31][CH:32]=4)[N:27]=[CH:26]3)[CH2:21][CH:22]=2)=[CH:9]1. The yield is 0.630. (6) The reactants are [CH3:1][C:2]1([CH3:19])[CH2:7][O:6][CH:5]([CH2:8][O:9][C:10]2[CH:15]=[CH:14][N:13]=[C:12]([CH2:16]O)[C:11]=2[CH3:18])[O:4][CH2:3]1.C(N(CC)CC)C.CS(Cl)(=O)=O.[SH:32][C:33]1[NH:34][C:35]2[CH:41]=[CH:40][CH:39]=[CH:38][C:36]=2[N:37]=1. The catalyst is CO.O1CCCC1. The product is [CH3:1][C:2]1([CH3:19])[CH2:7][O:6][CH:5]([CH2:8][O:9][C:10]2[CH:15]=[CH:14][N:13]=[C:12]([CH2:16][S:32][C:33]3[NH:37][C:36]4[CH:38]=[CH:39][CH:40]=[CH:41][C:35]=4[N:34]=3)[C:11]=2[CH3:18])[O:4][CH2:3]1. The yield is 0.802. (7) The reactants are O[CH2:2][CH2:3][NH:4][C:5]([C:7]1[N:8]=[CH:9][N:10]([C:12]2[CH:17]=[CH:16][CH:15]=[C:14]([Br:18])[CH:13]=2)[CH:11]=1)=[O:6].C(N(CC)CC)C.C1(C)C=CC(S(O)(=O)=O)=CC=1. The catalyst is C(Cl)Cl.O. The product is [Br:18][C:14]1[CH:13]=[C:12]([N:10]2[CH:11]=[C:7]([C:5]3[O:6][CH2:2][CH2:3][N:4]=3)[N:8]=[CH:9]2)[CH:17]=[CH:16][CH:15]=1. The yield is 0.190.